From a dataset of NCI-60 drug combinations with 297,098 pairs across 59 cell lines. Regression. Given two drug SMILES strings and cell line genomic features, predict the synergy score measuring deviation from expected non-interaction effect. (1) Drug 1: C1=C(C(=O)NC(=O)N1)F. Drug 2: C1=NC(=NC(=O)N1C2C(C(C(O2)CO)O)O)N. Cell line: HCT116. Synergy scores: CSS=47.6, Synergy_ZIP=-3.47, Synergy_Bliss=-5.47, Synergy_Loewe=-4.24, Synergy_HSA=-1.99. (2) Drug 1: CC1C(C(CC(O1)OC2CC(CC3=C2C(=C4C(=C3O)C(=O)C5=C(C4=O)C(=CC=C5)OC)O)(C(=O)C)O)N)O.Cl. Drug 2: C1=NC2=C(N=C(N=C2N1C3C(C(C(O3)CO)O)O)F)N. Cell line: SW-620. Synergy scores: CSS=8.94, Synergy_ZIP=-10.9, Synergy_Bliss=-5.84, Synergy_Loewe=-27.6, Synergy_HSA=-6.63. (3) Drug 1: CCC1=CC2CC(C3=C(CN(C2)C1)C4=CC=CC=C4N3)(C5=C(C=C6C(=C5)C78CCN9C7C(C=CC9)(C(C(C8N6C)(C(=O)OC)O)OC(=O)C)CC)OC)C(=O)OC.C(C(C(=O)O)O)(C(=O)O)O. Drug 2: C1C(C(OC1N2C=NC(=NC2=O)N)CO)O. Cell line: U251. Synergy scores: CSS=36.8, Synergy_ZIP=-0.175, Synergy_Bliss=1.57, Synergy_Loewe=-14.6, Synergy_HSA=1.54. (4) Drug 1: CC1=C(C=C(C=C1)NC(=O)C2=CC=C(C=C2)CN3CCN(CC3)C)NC4=NC=CC(=N4)C5=CN=CC=C5. Drug 2: C1=NNC2=C1C(=O)NC=N2. Cell line: NCIH23. Synergy scores: CSS=0.897, Synergy_ZIP=-3.78, Synergy_Bliss=-7.95, Synergy_Loewe=-5.48, Synergy_HSA=-5.96. (5) Drug 1: C1=NC2=C(N=C(N=C2N1C3C(C(C(O3)CO)O)F)Cl)N. Drug 2: COC1=C2C(=CC3=C1OC=C3)C=CC(=O)O2. Cell line: K-562. Synergy scores: CSS=25.9, Synergy_ZIP=-2.26, Synergy_Bliss=-5.21, Synergy_Loewe=-11.7, Synergy_HSA=-2.03. (6) Drug 1: C(CC(=O)O)C(=O)CN.Cl. Drug 2: C1CNP(=O)(OC1)N(CCCl)CCCl. Cell line: HOP-92. Synergy scores: CSS=14.3, Synergy_ZIP=-4.43, Synergy_Bliss=-0.763, Synergy_Loewe=-4.67, Synergy_HSA=-0.296.